Dataset: Catalyst prediction with 721,799 reactions and 888 catalyst types from USPTO. Task: Predict which catalyst facilitates the given reaction. (1) Reactant: [C:1]1([C:7]2[C:8]3[CH:17]=[CH:16][CH:15]=[CH:14][C:9]=3[S:10][C:11]=2[CH:12]=[O:13])[CH:6]=[CH:5][CH:4]=[CH:3][CH:2]=1.[CH3:18][Mg]Br. Product: [C:1]1([C:7]2[C:8]3[CH:17]=[CH:16][CH:15]=[CH:14][C:9]=3[S:10][C:11]=2[CH:12]([OH:13])[CH3:18])[CH:2]=[CH:3][CH:4]=[CH:5][CH:6]=1. The catalyst class is: 165. (2) Reactant: [Br:1][C:2]1[S:6][C:5]([Cl:7])=[C:4]([C:8]([C:10]2[CH:15]=[CH:14][C:13]([O:16][CH3:17])=[CH:12][CH:11]=2)=O)[CH:3]=1.C([SiH](CC)CC)C.B(F)(F)F.CCOCC.C([O-])([O-])=O.[K+].[K+]. Product: [Br:1][C:2]1[S:6][C:5]([Cl:7])=[C:4]([CH2:8][C:10]2[CH:15]=[CH:14][C:13]([O:16][CH3:17])=[CH:12][CH:11]=2)[CH:3]=1. The catalyst class is: 759. (3) Product: [S:10]1[C:11]2[CH:16]=[CH:15][CH:14]=[CH:13][C:12]=2[C:8]([N:2]2[CH2:7][CH2:6][N:5]([C:25](=[O:26])[CH2:24][C:22]3[CH:23]=[C:18]([F:17])[CH:19]=[CH:20][C:21]=3[N+:28]([O-:30])=[O:29])[CH2:4][CH2:3]2)=[N:9]1. Reactant: Cl.[N:2]1([C:8]2[C:12]3[CH:13]=[CH:14][CH:15]=[CH:16][C:11]=3[S:10][N:9]=2)[CH2:7][CH2:6][NH:5][CH2:4][CH2:3]1.[F:17][C:18]1[CH:19]=[CH:20][C:21]([N+:28]([O-:30])=[O:29])=[C:22]([CH2:24][C:25](O)=[O:26])[CH:23]=1.C(N(CC)CC)C.O=C1N(P(Cl)(N2CCOC2=O)=O)CCO1. The catalyst class is: 2.